From a dataset of NCI-60 drug combinations with 297,098 pairs across 59 cell lines. Regression. Given two drug SMILES strings and cell line genomic features, predict the synergy score measuring deviation from expected non-interaction effect. (1) Drug 1: CC1C(C(CC(O1)OC2CC(OC(C2O)C)OC3=CC4=CC5=C(C(=O)C(C(C5)C(C(=O)C(C(C)O)O)OC)OC6CC(C(C(O6)C)O)OC7CC(C(C(O7)C)O)OC8CC(C(C(O8)C)O)(C)O)C(=C4C(=C3C)O)O)O)O. Drug 2: CC1CCCC2(C(O2)CC(NC(=O)CC(C(C(=O)C(C1O)C)(C)C)O)C(=CC3=CSC(=N3)C)C)C. Cell line: UACC-257. Synergy scores: CSS=67.4, Synergy_ZIP=1.46, Synergy_Bliss=1.74, Synergy_Loewe=0.953, Synergy_HSA=1.53. (2) Drug 1: COC1=CC(=CC(=C1O)OC)C2C3C(COC3=O)C(C4=CC5=C(C=C24)OCO5)OC6C(C(C7C(O6)COC(O7)C8=CC=CS8)O)O. Drug 2: C1CCC(CC1)NC(=O)N(CCCl)N=O. Cell line: CCRF-CEM. Synergy scores: CSS=50.2, Synergy_ZIP=-2.06, Synergy_Bliss=-6.24, Synergy_Loewe=-12.9, Synergy_HSA=-3.48. (3) Drug 1: C1CN1P(=S)(N2CC2)N3CC3. Drug 2: C1C(C(OC1N2C=NC3=C(N=C(N=C32)Cl)N)CO)O. Cell line: K-562. Synergy scores: CSS=32.2, Synergy_ZIP=-3.84, Synergy_Bliss=-1.80, Synergy_Loewe=-8.66, Synergy_HSA=0.497. (4) Drug 1: CC1CCC2CC(C(=CC=CC=CC(CC(C(=O)C(C(C(=CC(C(=O)CC(OC(=O)C3CCCCN3C(=O)C(=O)C1(O2)O)C(C)CC4CCC(C(C4)OC)O)C)C)O)OC)C)C)C)OC. Drug 2: B(C(CC(C)C)NC(=O)C(CC1=CC=CC=C1)NC(=O)C2=NC=CN=C2)(O)O. Cell line: IGROV1. Synergy scores: CSS=64.3, Synergy_ZIP=1.08, Synergy_Bliss=2.61, Synergy_Loewe=-8.19, Synergy_HSA=5.23. (5) Drug 1: COC1=C(C=C2C(=C1)N=CN=C2NC3=CC(=C(C=C3)F)Cl)OCCCN4CCOCC4. Drug 2: CC1CCCC2(C(O2)CC(NC(=O)CC(C(C(=O)C(C1O)C)(C)C)O)C(=CC3=CSC(=N3)C)C)C. Cell line: COLO 205. Synergy scores: CSS=13.3, Synergy_ZIP=5.71, Synergy_Bliss=7.66, Synergy_Loewe=4.08, Synergy_HSA=5.03. (6) Drug 2: B(C(CC(C)C)NC(=O)C(CC1=CC=CC=C1)NC(=O)C2=NC=CN=C2)(O)O. Synergy scores: CSS=2.02, Synergy_ZIP=-0.282, Synergy_Bliss=0.800, Synergy_Loewe=-2.36, Synergy_HSA=-0.530. Cell line: PC-3. Drug 1: C1CCN(CC1)CCOC2=CC=C(C=C2)C(=O)C3=C(SC4=C3C=CC(=C4)O)C5=CC=C(C=C5)O. (7) Drug 1: C1=CC(=CC=C1CCC2=CNC3=C2C(=O)NC(=N3)N)C(=O)NC(CCC(=O)O)C(=O)O. Drug 2: CCCS(=O)(=O)NC1=C(C(=C(C=C1)F)C(=O)C2=CNC3=C2C=C(C=N3)C4=CC=C(C=C4)Cl)F. Cell line: SN12C. Synergy scores: CSS=19.7, Synergy_ZIP=5.41, Synergy_Bliss=3.63, Synergy_Loewe=-12.7, Synergy_HSA=2.07. (8) Drug 1: CN(CCCl)CCCl.Cl. Drug 2: CCN(CC)CCCC(C)NC1=C2C=C(C=CC2=NC3=C1C=CC(=C3)Cl)OC. Cell line: BT-549. Synergy scores: CSS=22.6, Synergy_ZIP=-5.29, Synergy_Bliss=1.29, Synergy_Loewe=-1.63, Synergy_HSA=2.09. (9) Drug 2: N.N.Cl[Pt+2]Cl. Synergy scores: CSS=76.4, Synergy_ZIP=1.66, Synergy_Bliss=2.54, Synergy_Loewe=2.60, Synergy_HSA=5.59. Cell line: MOLT-4. Drug 1: C1=CC=C(C=C1)NC(=O)CCCCCCC(=O)NO. (10) Synergy scores: CSS=22.6, Synergy_ZIP=2.79, Synergy_Bliss=4.84, Synergy_Loewe=-25.2, Synergy_HSA=3.65. Drug 2: C1CNP(=O)(OC1)N(CCCl)CCCl. Drug 1: CC1OCC2C(O1)C(C(C(O2)OC3C4COC(=O)C4C(C5=CC6=C(C=C35)OCO6)C7=CC(=C(C(=C7)OC)O)OC)O)O. Cell line: SF-268.